Regression. Given two drug SMILES strings and cell line genomic features, predict the synergy score measuring deviation from expected non-interaction effect. From a dataset of NCI-60 drug combinations with 297,098 pairs across 59 cell lines. (1) Drug 1: C1CCC(C1)C(CC#N)N2C=C(C=N2)C3=C4C=CNC4=NC=N3. Drug 2: CC(CN1CC(=O)NC(=O)C1)N2CC(=O)NC(=O)C2. Cell line: HS 578T. Synergy scores: CSS=6.51, Synergy_ZIP=-0.478, Synergy_Bliss=8.01, Synergy_Loewe=0.134, Synergy_HSA=2.52. (2) Drug 1: CN1C(=O)N2C=NC(=C2N=N1)C(=O)N. Drug 2: CN1C2=C(C=C(C=C2)N(CCCl)CCCl)N=C1CCCC(=O)O.Cl. Cell line: SK-MEL-5. Synergy scores: CSS=5.74, Synergy_ZIP=-2.26, Synergy_Bliss=-5.44, Synergy_Loewe=-3.58, Synergy_HSA=-4.53. (3) Drug 1: CC1=C(C=C(C=C1)NC(=O)C2=CC=C(C=C2)CN3CCN(CC3)C)NC4=NC=CC(=N4)C5=CN=CC=C5. Drug 2: CC(C)NC(=O)C1=CC=C(C=C1)CNNC.Cl. Cell line: UO-31. Synergy scores: CSS=-1.69, Synergy_ZIP=1.79, Synergy_Bliss=2.04, Synergy_Loewe=-0.456, Synergy_HSA=-1.22. (4) Drug 1: CC1C(C(CC(O1)OC2CC(CC3=C2C(=C4C(=C3O)C(=O)C5=C(C4=O)C(=CC=C5)OC)O)(C(=O)C)O)N)O.Cl. Drug 2: C1=NC2=C(N=C(N=C2N1C3C(C(C(O3)CO)O)F)Cl)N. Cell line: U251. Synergy scores: CSS=34.0, Synergy_ZIP=-1.38, Synergy_Bliss=-1.30, Synergy_Loewe=-17.2, Synergy_HSA=1.68. (5) Drug 1: C1=NC2=C(N1)C(=S)N=CN2. Drug 2: CN(CCCl)CCCl.Cl. Cell line: SNB-19. Synergy scores: CSS=13.6, Synergy_ZIP=-8.92, Synergy_Bliss=-2.65, Synergy_Loewe=-8.51, Synergy_HSA=-2.18. (6) Drug 1: CCC1=C2CN3C(=CC4=C(C3=O)COC(=O)C4(CC)O)C2=NC5=C1C=C(C=C5)O. Drug 2: CC1C(C(CC(O1)OC2CC(OC(C2O)C)OC3=CC4=CC5=C(C(=O)C(C(C5)C(C(=O)C(C(C)O)O)OC)OC6CC(C(C(O6)C)O)OC7CC(C(C(O7)C)O)OC8CC(C(C(O8)C)O)(C)O)C(=C4C(=C3C)O)O)O)O. Cell line: OVCAR-4. Synergy scores: CSS=45.4, Synergy_ZIP=-0.962, Synergy_Bliss=-0.432, Synergy_Loewe=0.197, Synergy_HSA=0.223. (7) Drug 1: CC1C(C(=O)NC(C(=O)N2CCCC2C(=O)N(CC(=O)N(C(C(=O)O1)C(C)C)C)C)C(C)C)NC(=O)C3=C4C(=C(C=C3)C)OC5=C(C(=O)C(=C(C5=N4)C(=O)NC6C(OC(=O)C(N(C(=O)CN(C(=O)C7CCCN7C(=O)C(NC6=O)C(C)C)C)C)C(C)C)C)N)C. Drug 2: CS(=O)(=O)OCCCCOS(=O)(=O)C. Cell line: OVCAR3. Synergy scores: CSS=4.90, Synergy_ZIP=-6.85, Synergy_Bliss=-7.20, Synergy_Loewe=-45.1, Synergy_HSA=-7.30. (8) Drug 1: C1CCN(CC1)CCOC2=CC=C(C=C2)C(=O)C3=C(SC4=C3C=CC(=C4)O)C5=CC=C(C=C5)O. Drug 2: C1=NNC2=C1C(=O)NC=N2. Cell line: SK-MEL-28. Synergy scores: CSS=-2.39, Synergy_ZIP=6.91, Synergy_Bliss=11.8, Synergy_Loewe=1.61, Synergy_HSA=2.79. (9) Drug 1: CN(CC1=CN=C2C(=N1)C(=NC(=N2)N)N)C3=CC=C(C=C3)C(=O)NC(CCC(=O)O)C(=O)O. Drug 2: CC1CCCC2(C(O2)CC(NC(=O)CC(C(C(=O)C(C1O)C)(C)C)O)C(=CC3=CSC(=N3)C)C)C. Cell line: SN12C. Synergy scores: CSS=48.0, Synergy_ZIP=-5.51, Synergy_Bliss=-5.89, Synergy_Loewe=-10.7, Synergy_HSA=-6.15.